This data is from Reaction yield outcomes from USPTO patents with 853,638 reactions. The task is: Predict the reaction yield, written as a fraction of the theoretical maximum amount of product (1.0 means a 100% yield; for example, 0.34 means a 34% yield). (1) The reactants are [CH:1]1([N:5]2[CH2:10][CH2:9][N:8]([C:11]([C:13]3[CH:14]=[C:15]4[C:19](=[CH:20][CH:21]=3)[NH:18][C:17]([C:22]([N:24]3[CH2:29][CH2:28][C:27]([F:31])([F:30])[CH2:26][CH2:25]3)=[O:23])=[CH:16]4)=[O:12])[CH2:7][CH2:6]2)[CH2:4][CH2:3][CH2:2]1.[F:32][C:33]1[CH:34]=[C:35](B(O)O)[CH:36]=[C:37]([F:39])[CH:38]=1.N1C=CC=CC=1. The catalyst is ClCCl.C([O-])(=O)C.[Cu+2].C([O-])(=O)C. The product is [CH:1]1([N:5]2[CH2:6][CH2:7][N:8]([C:11]([C:13]3[CH:14]=[C:15]4[C:19](=[CH:20][CH:21]=3)[N:18]([C:35]3[CH:34]=[C:33]([F:32])[CH:38]=[C:37]([F:39])[CH:36]=3)[C:17]([C:22]([N:24]3[CH2:25][CH2:26][C:27]([F:30])([F:31])[CH2:28][CH2:29]3)=[O:23])=[CH:16]4)=[O:12])[CH2:9][CH2:10]2)[CH2:2][CH2:3][CH2:4]1. The yield is 0.690. (2) The reactants are [OH:1][C:2]1[CH:11]=[CH:10][C:5]([C:6]([O:8][CH3:9])=[O:7])=[CH:4][CH:3]=1.Cl[CH2:13][C:14]1[CH:23]=[CH:22][C:21]2[C:16](=[CH:17][CH:18]=[CH:19][CH:20]=2)[N:15]=1. No catalyst specified. The product is [N:15]1[C:16]2[C:21](=[CH:20][CH:19]=[CH:18][CH:17]=2)[CH:22]=[CH:23][C:14]=1[CH2:13][O:1][C:2]1[CH:3]=[CH:4][C:5]([C:6]([O:8][CH3:9])=[O:7])=[CH:10][CH:11]=1. The yield is 0.880. (3) The reactants are CC1(C)CCCC(C)(C)N1.[Li]CCCC.[Cl:16][C:17]1[C:22](I)=[CH:21][C:20]([C:24]([F:27])([F:26])[F:25])=[CH:19][N:18]=1.ClC1C=C([I:35])C(C(F)(F)F)=CN=1. The catalyst is C1COCC1.II. The product is [Cl:16][C:17]1[N:18]=[C:19]([I:35])[C:20]([C:24]([F:27])([F:26])[F:25])=[CH:21][CH:22]=1. The yield is 0.320.